Dataset: Catalyst prediction with 721,799 reactions and 888 catalyst types from USPTO. Task: Predict which catalyst facilitates the given reaction. (1) The catalyst class is: 73. Product: [CH2:38]([S:35]([N:32]1[CH2:31][CH2:30][CH:29]([C:20]2[C:19]3[C:23](=[C:24]([C:26]([NH2:28])=[O:27])[CH:25]=[C:17]([C:11]4[S:12][C:8]([CH2:7][NH:6][CH2:5][CH2:4][CH2:3][O:2][CH3:1])=[CH:9][CH:10]=4)[CH:18]=3)[NH:22][CH:21]=2)[CH2:34][CH2:33]1)(=[O:37])=[O:36])[CH3:39]. Reactant: [CH3:1][O:2][CH2:3][CH2:4][CH2:5][NH:6][CH2:7][C:8]1[S:12][C:11](B(O)O)=[CH:10][CH:9]=1.Br[C:17]1[CH:18]=[C:19]2[C:23](=[C:24]([C:26]([NH2:28])=[O:27])[CH:25]=1)[NH:22][CH:21]=[C:20]2[CH:29]1[CH2:34][CH2:33][N:32]([S:35]([CH2:38][CH3:39])(=[O:37])=[O:36])[CH2:31][CH2:30]1.C([O-])([O-])=O.[K+].[K+]. (2) Reactant: [Br:1][C:2]1[CH:7]=[CH:6][CH:5]=[CH:4][C:3]=1[OH:8].Cl[CH2:10][C:11]([CH3:14])([OH:13])[CH3:12].C(=O)([O-])[O-].[Na+].[Na+]. Product: [Br:1][C:2]1[CH:7]=[CH:6][CH:5]=[CH:4][C:3]=1[O:8][CH2:10][C:11]([CH3:14])([OH:13])[CH3:12]. The catalyst class is: 18. (3) Reactant: C([O:8][NH:9][C:10]([C@H:12]1[C@@H:17]2[O:18][C:19]([CH3:22])([CH3:21])[O:20][C@@H:16]2[C@H:15]([OH:23])[CH2:14][N:13]1[S:24]([C:27]1[CH:32]=[CH:31][C:30]([O:33][CH3:34])=[CH:29][CH:28]=1)(=[O:26])=[O:25])=[O:11])C1C=CC=CC=1. Product: [OH:8][NH:9][C:10]([C@H:12]1[C@@H:17]2[O:18][C:19]([CH3:21])([CH3:22])[O:20][C@@H:16]2[C@H:15]([OH:23])[CH2:14][N:13]1[S:24]([C:27]1[CH:32]=[CH:31][C:30]([O:33][CH3:34])=[CH:29][CH:28]=1)(=[O:26])=[O:25])=[O:11]. The catalyst class is: 78.